From a dataset of Reaction yield outcomes from USPTO patents with 853,638 reactions. Predict the reaction yield, written as a fraction of the theoretical maximum amount of product (1.0 means a 100% yield; for example, 0.34 means a 34% yield). The reactants are [NH2:1][C:2]1[C:3](=[O:13])[N:4]([CH2:10][CH2:11][CH3:12])[C:5](=[O:9])[NH:6][C:7]=1[NH2:8].[F:14][C:15]([F:32])([F:31])[C:16]1[CH:17]=[C:18]([CH:28]=[CH:29][CH:30]=1)[CH2:19][N:20]1[CH:24]=[C:23]([C:25](O)=[O:26])[CH:22]=[N:21]1.CCN=C=NCCCN(C)C.Cl. The catalyst is CO. The product is [NH2:8][C:7]1[NH:6][C:5](=[O:9])[N:4]([CH2:10][CH2:11][CH3:12])[C:3](=[O:13])[C:2]=1[NH:1][C:25]([C:23]1[CH:22]=[N:21][N:20]([CH2:19][C:18]2[CH:28]=[CH:29][CH:30]=[C:16]([C:15]([F:32])([F:14])[F:31])[CH:17]=2)[CH:24]=1)=[O:26]. The yield is 0.720.